Dataset: Peptide-MHC class I binding affinity with 185,985 pairs from IEDB/IMGT. Task: Regression. Given a peptide amino acid sequence and an MHC pseudo amino acid sequence, predict their binding affinity value. This is MHC class I binding data. (1) The peptide sequence is VVKDDPDHYK. The MHC is HLA-A11:01 with pseudo-sequence HLA-A11:01. The binding affinity (normalized) is 0.266. (2) The peptide sequence is AYLLQHLDL. The MHC is HLA-A11:01 with pseudo-sequence HLA-A11:01. The binding affinity (normalized) is 0.0847. (3) The peptide sequence is RMVLAFITF. The MHC is HLA-A24:02 with pseudo-sequence HLA-A24:02. The binding affinity (normalized) is 0.561. (4) The peptide sequence is HEHKSTWHY. The MHC is HLA-B44:03 with pseudo-sequence HLA-B44:03. The binding affinity (normalized) is 0.796. (5) The peptide sequence is FLFMDRDAL. The MHC is HLA-A31:01 with pseudo-sequence HLA-A31:01. The binding affinity (normalized) is 0.104. (6) The peptide sequence is ILHCANFNV. The MHC is HLA-A68:02 with pseudo-sequence HLA-A68:02. The binding affinity (normalized) is 0.410. (7) The peptide sequence is RTRFFCIPK. The MHC is HLA-B27:05 with pseudo-sequence HLA-B27:05. The binding affinity (normalized) is 0.467.